Dataset: Catalyst prediction with 721,799 reactions and 888 catalyst types from USPTO. Task: Predict which catalyst facilitates the given reaction. (1) Reactant: [CH3:1][S:2](Cl)(=[O:4])=[O:3].[NH2:6][C:7]1[CH:8]=[C:9]([CH:13]2[C:22]([CH3:24])([CH3:23])[CH2:21][C:20]3[C:15](=[CH:16][CH:17]=[C:18]([C:25]([OH:27])=[O:26])[CH:19]=3)[NH:14]2)[CH:10]=[CH:11][CH:12]=1. Product: [CH3:23][C:22]1([CH3:24])[CH2:21][C:20]2[C:15](=[CH:16][CH:17]=[C:18]([C:25]([OH:27])=[O:26])[CH:19]=2)[NH:14][CH:13]1[C:9]1[CH:10]=[CH:11][CH:12]=[C:7]([NH:6][S:2]([CH3:1])(=[O:4])=[O:3])[CH:8]=1. The catalyst class is: 17. (2) Reactant: [NH2:1][C@:2]1([CH2:14][OH:15])[CH2:6][CH2:5][C@H:4]([C:7]2[CH:12]=[CH:11][C:10]([Br:13])=[CH:9][CH:8]=2)[CH2:3]1.N1C=CC=CC=1.[C:22](N1C=CN=C1)(N1C=CN=C1)=[O:23]. Product: [Br:13][C:10]1[CH:11]=[CH:12][C:7]([C@H:4]2[CH2:5][CH2:6][C@@:2]3([NH:1][C:22](=[O:23])[O:15][CH2:14]3)[CH2:3]2)=[CH:8][CH:9]=1. The catalyst class is: 155. (3) Reactant: [C:1]([O:5][C:6]([NH:8][C:9]1[S:17][C:16]2[C:11](=[N:12][C:13]([Cl:18])=[CH:14][CH:15]=2)[C:10]=1[C:19]([O:21]CC)=[O:20])=[O:7])([CH3:4])([CH3:3])[CH3:2].O[Li].O. Product: [C:1]([O:5][C:6]([NH:8][C:9]1[S:17][C:16]2[C:11](=[N:12][C:13]([Cl:18])=[CH:14][CH:15]=2)[C:10]=1[C:19]([OH:21])=[O:20])=[O:7])([CH3:4])([CH3:2])[CH3:3]. The catalyst class is: 87. (4) Reactant: [CH3:1][C:2]([O:5][C@H:6]([CH3:25])[C@@H:7]([C:21]([O:23][CH3:24])=[O:22])[NH:8][C:9]([C:11]1[CH:16]=[CH:15][C:14]([F:17])=[CH:13][C:12]=1[N+:18]([O-])=O)=[O:10])([CH3:4])[CH3:3]. Product: [NH2:18][C:12]1[CH:13]=[C:14]([F:17])[CH:15]=[CH:16][C:11]=1[C:9]([NH:8][C@H:7]([C:21]([O:23][CH3:24])=[O:22])[C@@H:6]([CH3:25])[O:5][C:2]([CH3:3])([CH3:4])[CH3:1])=[O:10]. The catalyst class is: 63. (5) Reactant: [F:1][C:2]1[CH:7]=[CH:6][C:5]([CH2:8][NH:9][C:10]([C:12]2[CH:17]=[CH:16][CH:15]=[C:14]([C:18]3[C:26]4[C:21](=[CH:22][CH:23]=[C:24]([C:27]5[N:31]=[CH:30][N:29](C(C6C=CC=CC=6)(C6C=CC=CC=6)C6C=CC=CC=6)[N:28]=5)[CH:25]=4)[N:20](C4CCCCO4)[N:19]=3)[CH:13]=2)=[O:11])=[CH:4][CH:3]=1.Cl.C(=O)(O)[O-].[Na+]. Product: [NH:28]1[C:27]([C:24]2[CH:25]=[C:26]3[C:21](=[CH:22][CH:23]=2)[NH:20][N:19]=[C:18]3[C:14]2[CH:13]=[C:12]([C:10]([NH:9][CH2:8][C:5]3[CH:4]=[CH:3][C:2]([F:1])=[CH:7][CH:6]=3)=[O:11])[CH:17]=[CH:16][CH:15]=2)=[N:31][CH:30]=[N:29]1. The catalyst class is: 12. (6) Product: [C:30]([O:29][C:27]([N:22]1[CH2:21][CH2:20][C:19]2[C:24](=[CH:25][CH:26]=[C:17]([NH:16][S:12]([C:5]3[C:6]4[C:11](=[CH:10][CH:9]=[CH:8][CH:7]=4)[C:2]([CH3:1])=[CH:3][CH:4]=3)(=[O:14])=[O:13])[CH:18]=2)[CH2:23]1)=[O:28])([CH3:33])([CH3:31])[CH3:32]. Reactant: [CH3:1][C:2]1[C:11]2[C:6](=[CH:7][CH:8]=[CH:9][CH:10]=2)[C:5]([S:12](Cl)(=[O:14])=[O:13])=[CH:4][CH:3]=1.[NH2:16][C:17]1[CH:18]=[C:19]2[C:24](=[CH:25][CH:26]=1)[CH2:23][N:22]([C:27]([O:29][C:30]([CH3:33])([CH3:32])[CH3:31])=[O:28])[CH2:21][CH2:20]2.N1C=CC=CC=1.CN(C1C=CC=CN=1)C. The catalyst class is: 4. (7) Reactant: Cl[C:2]1[C:11]2[C:6](=[CH:7][CH:8]=[C:9]([F:12])[CH:10]=2)[N:5]=[CH:4][CH:3]=1.[CH2:13]([N:15]1[CH:19]=[C:18]([NH:20][C:21](=[O:32])[CH2:22][C:23]2[CH:28]=[CH:27][C:26]([OH:29])=[CH:25][C:24]=2[O:30][CH3:31])[CH:17]=[N:16]1)[CH3:14].C(=O)([O-])[O-].[Cs+].[Cs+]. Product: [CH2:13]([N:15]1[CH:19]=[C:18]([NH:20][C:21](=[O:32])[CH2:22][C:23]2[CH:28]=[CH:27][C:26]([O:29][C:2]3[C:11]4[C:6](=[CH:7][CH:8]=[C:9]([F:12])[CH:10]=4)[N:5]=[CH:4][CH:3]=3)=[CH:25][C:24]=2[O:30][CH3:31])[CH:17]=[N:16]1)[CH3:14]. The catalyst class is: 3.